From a dataset of Full USPTO retrosynthesis dataset with 1.9M reactions from patents (1976-2016). Predict the reactants needed to synthesize the given product. (1) Given the product [C:1]([O:4][CH:5]1[C:9]2=[N:10][CH:11]=[C:12]([NH2:28])[C:13]([N:14]3[CH2:19][CH2:18][CH2:17][C@H:16]([NH:20][C:21]([O:23][C:24]([CH3:27])([CH3:26])[CH3:25])=[O:22])[CH2:15]3)=[C:8]2[CH2:7][CH2:6]1)(=[O:3])[CH3:2], predict the reactants needed to synthesize it. The reactants are: [C:1]([O:4][CH:5]1[C:9]2=[N:10][CH:11]=[C:12]([N+:28]([O-])=O)[C:13]([N:14]3[CH2:19][CH2:18][CH2:17][C@H:16]([NH:20][C:21]([O:23][C:24]([CH3:27])([CH3:26])[CH3:25])=[O:22])[CH2:15]3)=[C:8]2[CH2:7][CH2:6]1)(=[O:3])[CH3:2].CC(O)=O.O. (2) Given the product [CH2:41]([O:40][C:38](=[O:39])[CH2:37][N:25]([C:22]1[C:21]2[CH:27]=[C:17]([CH2:16][O:15][C:12]3[CH:13]=[CH:14][C:9]([C:5]4[CH:6]=[C:7]([F:8])[C:2]([F:1])=[CH:3][C:4]=4[O:28][CH3:29])=[CH:10][CH:11]=3)[CH:18]=[CH:19][C:20]=2[O:24][N:23]=1)[CH3:26])[CH3:42], predict the reactants needed to synthesize it. The reactants are: [F:1][C:2]1[C:7]([F:8])=[CH:6][C:5]([C:9]2[CH:14]=[CH:13][C:12]([O:15][CH2:16][C:17]3[CH:18]=[CH:19][C:20]4[O:24][N:23]=[C:22]([NH:25][CH3:26])[C:21]=4[CH:27]=3)=[CH:11][CH:10]=2)=[C:4]([O:28][CH3:29])[CH:3]=1.C(=O)([O-])[O-].[Cs+].[Cs+].Br[CH2:37][C:38]([O:40][CH2:41][CH3:42])=[O:39].C(OCC)(=O)C.O.